Dataset: Peptide-MHC class II binding affinity with 134,281 pairs from IEDB. Task: Regression. Given a peptide amino acid sequence and an MHC pseudo amino acid sequence, predict their binding affinity value. This is MHC class II binding data. (1) The peptide sequence is VAISRYLGKQFGLSG. The MHC is DRB4_0101 with pseudo-sequence DRB4_0103. The binding affinity (normalized) is 0.405. (2) The peptide sequence is TKKYFAATQFEPLAA. The MHC is HLA-DPA10201-DPB10501 with pseudo-sequence HLA-DPA10201-DPB10501. The binding affinity (normalized) is 0.741. (3) The peptide sequence is EQKYFAATQFEPLAA. The MHC is HLA-DPA10301-DPB10402 with pseudo-sequence HLA-DPA10301-DPB10402. The binding affinity (normalized) is 0.881. (4) The peptide sequence is YAFVGVMYNLWKMKTHHHHHH. The MHC is DRB4_0103 with pseudo-sequence DRB4_0103. The binding affinity (normalized) is 0.437. (5) The peptide sequence is QKLIEDINASFRAAM. The binding affinity (normalized) is 0.639. The MHC is DRB5_0101 with pseudo-sequence DRB5_0101. (6) The peptide sequence is AAATATATAAVGAAT. The MHC is HLA-DPA10103-DPB10301 with pseudo-sequence HLA-DPA10103-DPB10301. The binding affinity (normalized) is 0.294. (7) The peptide sequence is KPIFHFVGTSTFSEY. The MHC is HLA-DQA10401-DQB10402 with pseudo-sequence HLA-DQA10401-DQB10402. The binding affinity (normalized) is 0.439.